From a dataset of Orexin1 receptor HTS with 218,158 compounds and 233 confirmed actives. Binary Classification. Given a drug SMILES string, predict its activity (active/inactive) in a high-throughput screening assay against a specified biological target. The molecule is s1c2nc(c3c(CC(OC3)(C)C)c2c2ncnc(NCc3ccccc3)c12)C(C)C. The result is 0 (inactive).